Dataset: Forward reaction prediction with 1.9M reactions from USPTO patents (1976-2016). Task: Predict the product of the given reaction. (1) Given the reactants [C:1]1([S:7](Cl)(=[O:9])=[O:8])[CH:6]=[CH:5][CH:4]=[CH:3][CH:2]=1.[NH2:11][C:12]1[O:16][N:15]=[C:14]([C:17]2[CH:22]=[CH:21][CH:20]=[CH:19][CH:18]=2)[C:13]=1[Br:23], predict the reaction product. The product is: [Br:23][C:13]1[C:14]([C:17]2[CH:22]=[CH:21][CH:20]=[CH:19][CH:18]=2)=[N:15][O:16][C:12]=1[NH:11][S:7]([C:1]1[CH:6]=[CH:5][CH:4]=[CH:3][CH:2]=1)(=[O:9])=[O:8]. (2) The product is: [CH3:30][O:29][C:25]1[N:24]=[C:23]([CH2:22][N:16]2[CH2:17][CH2:18][N:13]3[N:12]=[C:11]([CH2:10][O:3][C:4]4[CH:5]=[CH:6][CH:7]=[CH:8][CH:9]=4)[CH:20]=[C:14]3[C:15]2=[O:19])[CH:28]=[CH:27][CH:26]=1. Given the reactants [H-].[Na+].[O:3]([CH2:10][C:11]1[CH:20]=[C:14]2[C:15](=[O:19])[NH:16][CH2:17][CH2:18][N:13]2[N:12]=1)[C:4]1[CH:9]=[CH:8][CH:7]=[CH:6][CH:5]=1.Br[CH2:22][C:23]1[CH:28]=[CH:27][CH:26]=[C:25]([O:29][CH3:30])[N:24]=1.O, predict the reaction product. (3) Given the reactants [Br:1]Br.[Cl:3][C:4]1[CH:5]=[CH:6][C:7]([O:10][CH3:11])=[N:8][CH:9]=1.C([O-])(=O)C.[Na+].C(OCC)C, predict the reaction product. The product is: [Br:1][C:6]1[C:7]([O:10][CH3:11])=[N:8][CH:9]=[C:4]([Cl:3])[CH:5]=1. (4) Given the reactants C(OC(=O)[NH:7][C:8]1([C:11](=[O:34])[NH:12][C:13]2[CH:18]=[CH:17][C:16]([C:19]3[CH:24]=[CH:23][CH:22]=[CH:21][C:20]=3[S:25](=[O:32])(=[O:31])[NH:26]C(C)(C)C)=[CH:15][C:14]=2[F:33])[CH2:10][CH2:9]1)(C)(C)C.C(O)(C(F)(F)F)=O, predict the reaction product. The product is: [F:33][C:14]1[CH:15]=[C:16]([C:19]2[CH:24]=[CH:23][CH:22]=[CH:21][C:20]=2[S:25](=[O:32])(=[O:31])[NH2:26])[CH:17]=[CH:18][C:13]=1[NH:12][C:11]([C:8]1([NH2:7])[CH2:10][CH2:9]1)=[O:34]. (5) Given the reactants [S:1]1[CH:5]=[CH:4][CH:3]=[C:2]1[S:6](Cl)(=[O:8])=[O:7].[NH2:10][CH:11]1[C:19]2[C:14](=[CH:15][C:16]([CH2:20][C:21]3[CH:22]=[C:23]([CH2:31][OH:32])[CH:24]=[C:25]([C:27]([F:30])([F:29])[F:28])[CH:26]=3)=[CH:17][CH:18]=2)[CH2:13][CH2:12]1.C(N(CC)CC)C.C([O-])(O)=O.[Na+], predict the reaction product. The product is: [OH:32][CH2:31][C:23]1[CH:22]=[C:21]([CH:26]=[C:25]([C:27]([F:28])([F:29])[F:30])[CH:24]=1)[CH2:20][C:16]1[CH:15]=[C:14]2[C:19](=[CH:18][CH:17]=1)[CH:11]([NH:10][S:6]([C:2]1[S:1][CH:5]=[CH:4][CH:3]=1)(=[O:8])=[O:7])[CH2:12][CH2:13]2. (6) Given the reactants [N+:1]([C:4]1[CH:13]=[CH:12][CH:11]=[C:10]2[C:5]=1[CH:6]=[CH:7][C:8](Cl)=[N:9]2)([O-])=O.[CH2:15]1[CH:17](N)[CH2:16]1, predict the reaction product. The product is: [CH:17]1([C:10]2[CH:5]=[C:4]([NH:1][C:8]3[CH:7]=[CH:6][C:5]4[C:4]([NH2:1])=[CH:13][CH:12]=[CH:11][C:10]=4[N:9]=3)[CH:13]=[CH:12][CH:11]=2)[CH2:16][CH2:15]1. (7) Given the reactants [Cl:1][CH2:2][C:3](=O)[CH2:4][C:5]([O:7][CH2:8][CH3:9])=[O:6].[H][H].C([OH:15])C, predict the reaction product. The product is: [Cl:1][CH2:2][CH2:3][C@@H:4]([OH:15])[C:5]([O:7][CH2:8][CH3:9])=[O:6]. (8) Given the reactants [OH:1][C:2]1[CH:7]=[CH:6][C:5]([C:8]2[C:9]3[CH:16]=[C:15]([CH2:17][O:18][C:19]4[CH:24]=[CH:23][C:22]([C@@H:25]([C:32]#[C:33][CH3:34])[CH2:26][C:27]([O:29][CH2:30][CH3:31])=[O:28])=[CH:21][CH:20]=4)[CH:14]=[CH:13][C:10]=3[S:11][CH:12]=2)=[C:4]([CH3:35])[CH:3]=1.O[CH2:37][CH2:38][C:39]1([OH:42])[CH2:41][CH2:40]1.C1C=CC(P(C2C=CC=CC=2)C2C=CC=CC=2)=CC=1.C1CCN(C(N=NC(N2CCCCC2)=O)=O)CC1, predict the reaction product. The product is: [OH:42][C:39]1([CH2:38][CH2:37][O:1][C:2]2[CH:7]=[CH:6][C:5]([C:8]3[C:9]4[CH:16]=[C:15]([CH2:17][O:18][C:19]5[CH:24]=[CH:23][C:22]([C@@H:25]([C:32]#[C:33][CH3:34])[CH2:26][C:27]([O:29][CH2:30][CH3:31])=[O:28])=[CH:21][CH:20]=5)[CH:14]=[CH:13][C:10]=4[S:11][CH:12]=3)=[C:4]([CH3:35])[CH:3]=2)[CH2:41][CH2:40]1. (9) Given the reactants C[C@@]12C(=O)CC[C@H]1[C@H]1[C@@H:5]([C:6]3[CH:7]=[CH:8][C:9]([OH:20])=[CH:10][C:11]=3CC1)[CH2:4]C2.N[CH2:22][C:23]([OH:25])=[O:24].[OH-].[Na+], predict the reaction product. The product is: [CH3:4][C:5]1[C:6]2[CH:7]=[CH:8][C:9]([OH:20])=[CH:10][C:11]=2[O:25][C:23](=[O:24])[CH:22]=1.